Dataset: Catalyst prediction with 721,799 reactions and 888 catalyst types from USPTO. Task: Predict which catalyst facilitates the given reaction. (1) Reactant: CCN=C=NCCCN(C)C.[C:12]([C:15]1[O:19][C:18]([C:20]2[CH:21]=[C:22]([S:26]([NH2:29])(=[O:28])=[O:27])[CH:23]=[CH:24][CH:25]=2)=[CH:17][CH:16]=1)(=[O:14])[CH3:13].[C:30]1([CH2:36][CH2:37][CH2:38][C:39](O)=[O:40])[CH:35]=[CH:34][CH:33]=[CH:32][CH:31]=1. Product: [C:12]([C:15]1[O:19][C:18]([C:20]2[CH:21]=[C:22]([S:26]([NH:29][C:39](=[O:40])[CH2:38][CH2:37][CH2:36][C:30]3[CH:35]=[CH:34][CH:33]=[CH:32][CH:31]=3)(=[O:27])=[O:28])[CH:23]=[CH:24][CH:25]=2)=[CH:17][CH:16]=1)(=[O:14])[CH3:13]. The catalyst class is: 166. (2) Reactant: [F:1][C:2]1[CH:3]=[CH:4][CH:5]=[C:6]2[C:10]=1[N:9]([C@@H:11]([C:15]1[CH:20]=[CH:19][CH:18]=[C:17]([F:21])[CH:16]=1)[CH2:12][CH2:13]O)[C:8](=[O:22])[C:7]2([CH3:24])[CH3:23].C1(C)C(S(Cl)(=O)=O)=CC=CC=1.[N:36]1C=CC=C[CH:37]=1. Product: [F:1][C:2]1[CH:3]=[CH:4][CH:5]=[C:6]2[C:10]=1[N:9]([C@@H:11]([C:15]1[CH:20]=[CH:19][CH:18]=[C:17]([F:21])[CH:16]=1)[CH2:12][CH2:13][NH:36][CH3:37])[C:8](=[O:22])[C:7]2([CH3:24])[CH3:23]. The catalyst class is: 13. (3) Reactant: [CH2:1]([C:3]1[CH:23]=[CH:22][C:6]([O:7][C:8]2[CH:13]=[CH:12][C:11]([N:14]3[C:18](=[O:19])[CH2:17][CH2:16][C:15]3=[O:20])=[CH:10][C:9]=2[F:21])=[C:5]([O:24][CH3:25])[CH:4]=1)[CH3:2].[NH:26]1[CH2:31][CH2:30][O:29][CH2:28][CH2:27]1. Product: [CH2:1]([C:3]1[CH:23]=[CH:22][C:6]([O:7][C:8]2[CH:13]=[CH:12][C:11]([NH:14][C:18](=[O:19])[CH2:17][CH2:16][C:15]([N:26]3[CH2:31][CH2:30][O:29][CH2:28][CH2:27]3)=[O:20])=[CH:10][C:9]=2[F:21])=[C:5]([O:24][CH3:25])[CH:4]=1)[CH3:2]. The catalyst class is: 10. (4) Reactant: [H-].[Na+].[Cl:3][C:4]1[CH:11]=[C:10]([OH:12])[CH:9]=[CH:8][C:5]=1[CH:6]=[O:7].[CH3:13]I.O. Product: [Cl:3][C:4]1[CH:11]=[C:10]([O:12][CH3:13])[CH:9]=[CH:8][C:5]=1[CH:6]=[O:7]. The catalyst class is: 9. (5) Reactant: [C:1]([NH:5][S:6]([C:9]1[C:18]2[C:13](=[CH:14][CH:15]=[CH:16][CH:17]=2)[C:12]([C:19]2[S:23][C:22]([C:24](OCC)=[O:25])=[N:21][C:20]=2[CH:29]([F:31])[F:30])=[CH:11][CH:10]=1)(=[O:8])=[O:7])([CH3:4])([CH3:3])[CH3:2].[NH2:32][CH2:33][C:34]([CH3:37])([OH:36])[CH3:35].O. Product: [C:1]([NH:5][S:6]([C:9]1[C:18]2[C:13](=[CH:14][CH:15]=[CH:16][CH:17]=2)[C:12]([C:19]2[S:23][C:22]([C:24]([NH:32][CH2:33][C:34]([OH:36])([CH3:37])[CH3:35])=[O:25])=[N:21][C:20]=2[CH:29]([F:30])[F:31])=[CH:11][CH:10]=1)(=[O:7])=[O:8])([CH3:4])([CH3:2])[CH3:3]. The catalyst class is: 11. (6) Reactant: C(OC([NH:8][CH2:9][CH2:10][CH2:11][CH2:12][CH2:13][CH2:14][O:15][C:16]1[C:37]([O:38][CH3:39])=[CH:36][C:19]2[C:20]3[N:25]([CH:26]([C:28]([CH3:31])([CH3:30])[CH3:29])[CH2:27][C:18]=2[CH:17]=1)[CH:24]=[C:23]([C:32]([OH:34])=[O:33])[C:22](=[O:35])[CH:21]=3)=O)(C)(C)C.[ClH:40]. Product: [ClH:40].[NH2:8][CH2:9][CH2:10][CH2:11][CH2:12][CH2:13][CH2:14][O:15][C:16]1[C:37]([O:38][CH3:39])=[CH:36][C:19]2[C:20]3[N:25]([CH:26]([C:28]([CH3:29])([CH3:30])[CH3:31])[CH2:27][C:18]=2[CH:17]=1)[CH:24]=[C:23]([C:32]([OH:34])=[O:33])[C:22](=[O:35])[CH:21]=3. The catalyst class is: 23.